Task: Predict the product of the given reaction.. Dataset: Forward reaction prediction with 1.9M reactions from USPTO patents (1976-2016) (1) The product is: [N:39]1([CH2:47][CH2:48][O:1][C:2]2[CH:3]=[CH:4][C:5]([CH2:6][N:8]([CH:34]([CH3:36])[CH3:35])[C:9]3[CH:14]=[C:13]([O:15][CH3:16])[CH:12]=[CH:11][C:10]=3[CH:17]3[CH2:26][CH2:25][C:24]4[CH:23]=[C:22]([OH:27])[CH:21]=[CH:20][C:19]=4[CH2:18]3)=[CH:37][CH:38]=2)[CH2:46][CH2:45][CH2:44][CH2:43][CH2:42][CH2:41][CH2:40]1. Given the reactants [OH:1][C:2]1[CH:38]=[CH:37][C:5]([C:6]([N:8]([CH:34]([CH3:36])[CH3:35])[C:9]2[CH:14]=[C:13]([O:15][CH3:16])[CH:12]=[CH:11][C:10]=2[CH:17]2[CH2:26][CH2:25][C:24]3[CH:23]=[C:22]([O:27]C(=O)C(C)(C)C)[CH:21]=[CH:20][C:19]=3[CH2:18]2)=O)=[CH:4][CH:3]=1.[N:39]1([C:47](=O)[CH2:48]Cl)[CH2:46][CH2:45][CH2:44][CH2:43][CH2:42][CH2:41][CH2:40]1, predict the reaction product. (2) Given the reactants [I-].[Na+].[N-:3]=[N+:4]=[N-:5].[Na+].Cl[CH2:8][CH2:9][CH2:10]/[C:11](/[C:27]1[O:28][C:29]([CH2:32][C:33]2[CH:38]=[CH:37][C:36]([F:39])=[CH:35][CH:34]=2)=[N:30][N:31]=1)=[CH:12]\[C:13]1[CH:18]=[CH:17][C:16]([N:19]2[CH:23]=[C:22]([CH3:24])[N:21]=[CH:20]2)=[C:15]([O:25][CH3:26])[CH:14]=1.O.C(=O)(O)[O-].[Na+], predict the reaction product. The product is: [N:3]([CH2:8][CH2:9][CH2:10]/[C:11](/[C:27]1[O:28][C:29]([CH2:32][C:33]2[CH:34]=[CH:35][C:36]([F:39])=[CH:37][CH:38]=2)=[N:30][N:31]=1)=[CH:12]\[C:13]1[CH:18]=[CH:17][C:16]([N:19]2[CH:23]=[C:22]([CH3:24])[N:21]=[CH:20]2)=[C:15]([O:25][CH3:26])[CH:14]=1)=[N+:4]=[N-:5]. (3) Given the reactants [Br:1][C:2]1[S:6][C:5]([C:7]([O:9]C)=O)=[C:4]([NH:11][C:12]([NH:14][CH:15]2[CH2:20][CH2:19][N:18]([C:21]([O:23][C:24]([CH3:27])([CH3:26])[CH3:25])=[O:22])[CH2:17][CH2:16]2)=[O:13])[CH:3]=1.C[O-].[Na+].C(O)(=O)CC(CC(O)=O)(C(O)=O)O, predict the reaction product. The product is: [Br:1][C:2]1[S:6][C:5]2[C:7](=[O:9])[N:14]([CH:15]3[CH2:20][CH2:19][N:18]([C:21]([O:23][C:24]([CH3:27])([CH3:26])[CH3:25])=[O:22])[CH2:17][CH2:16]3)[C:12](=[O:13])[NH:11][C:4]=2[CH:3]=1. (4) Given the reactants Br[C:2]1[CH:3]=[C:4]([CH:12]=[C:13]([C:15]2[CH2:19][C@@H:18]([C:20]3[CH:25]=[CH:24][CH:23]=[CH:22][N:21]=3)[O:17][N:16]=2)[CH:14]=1)[C:5]([O:7][C:8]([CH3:11])([CH3:10])[CH3:9])=[O:6].[Br-].[CH3:27][C:28]1[CH:29]=[CH:30][C:31]([Zn+])=[N:32][CH:33]=1.[K+].[K+].[K+].C(N(CC([O-])=O)CC(O)=O)CN(CC([O-])=O)CC([O-])=O.ClCCl, predict the reaction product. The product is: [CH3:27][C:28]1[CH:29]=[CH:30][C:31]([C:2]2[CH:3]=[C:4]([CH:12]=[C:13]([C:15]3[CH2:19][C@@H:18]([C:20]4[CH:25]=[CH:24][CH:23]=[CH:22][N:21]=4)[O:17][N:16]=3)[CH:14]=2)[C:5]([O:7][C:8]([CH3:11])([CH3:10])[CH3:9])=[O:6])=[N:32][CH:33]=1. (5) Given the reactants [CH3:1][N:2]1[C:7](=[O:8])[C:6]([CH3:9])=[CH:5][C:4]([C:10]([OH:12])=O)=[CH:3]1.[C:13]([O:17][C:18](=[O:35])[NH:19][C:20]1[CH:25]=[CH:24][C:23]([NH2:26])=[C:22]([NH:27][CH2:28][C:29]2[CH:34]=[CH:33][CH:32]=[CH:31][CH:30]=2)[CH:21]=1)([CH3:16])([CH3:15])[CH3:14].CCN(C(C)C)C(C)C.CN(C(ON1N=NC2C=CC=NC1=2)=[N+](C)C)C.F[P-](F)(F)(F)(F)F, predict the reaction product. The product is: [C:13]([O:17][C:18](=[O:35])[NH:19][C:20]1[CH:25]=[CH:24][C:23]([NH:26][C:10]([C:4]2[CH:5]=[C:6]([CH3:9])[C:7](=[O:8])[N:2]([CH3:1])[CH:3]=2)=[O:12])=[C:22]([NH:27][CH2:28][C:29]2[CH:34]=[CH:33][CH:32]=[CH:31][CH:30]=2)[CH:21]=1)([CH3:16])([CH3:14])[CH3:15]. (6) Given the reactants Br[C:2]1[CH:3]=[C:4]2[C:9](=[CH:10][CH:11]=1)[N:8]([C:12](=[O:14])[CH3:13])[C@@H:7]([CH3:15])[CH2:6][NH:5]2.CC1(C)C(C)(C)OB([C:24]2[CH:44]=[CH:43][C:27]([C:28]([N:30]3[CH2:35][CH2:34][N:33]([C:36]([O:38][C:39]([CH3:42])([CH3:41])[CH3:40])=[O:37])[CH2:32][CH2:31]3)=[O:29])=[CH:26][CH:25]=2)O1.C(=O)(O)[O-].[Na+], predict the reaction product. The product is: [C:12]([N:8]1[C:9]2[C:4](=[CH:3][C:2]([C:24]3[CH:44]=[CH:43][C:27]([C:28]([N:30]4[CH2:31][CH2:32][N:33]([C:36]([O:38][C:39]([CH3:40])([CH3:42])[CH3:41])=[O:37])[CH2:34][CH2:35]4)=[O:29])=[CH:26][CH:25]=3)=[CH:11][CH:10]=2)[NH:5][CH2:6][C@@H:7]1[CH3:15])(=[O:14])[CH3:13]. (7) Given the reactants [Br:1][C:2]1[CH:7]=[CH:6][C:5]([CH2:8][CH2:9][CH2:10]Br)=[CH:4][CH:3]=1.[NH:12]1[CH2:16][CH2:15][CH2:14][CH2:13]1.C(=O)([O-])[O-].[Cs+].[Cs+].O, predict the reaction product. The product is: [Br:1][C:2]1[CH:7]=[CH:6][C:5]([CH2:8][CH2:9][CH2:10][N:12]2[CH2:16][CH2:15][CH2:14][CH2:13]2)=[CH:4][CH:3]=1.